From a dataset of NCI-60 drug combinations with 297,098 pairs across 59 cell lines. Regression. Given two drug SMILES strings and cell line genomic features, predict the synergy score measuring deviation from expected non-interaction effect. (1) Drug 1: CC1C(C(CC(O1)OC2CC(CC3=C2C(=C4C(=C3O)C(=O)C5=C(C4=O)C(=CC=C5)OC)O)(C(=O)CO)O)N)O.Cl. Drug 2: CCC1=CC2CC(C3=C(CN(C2)C1)C4=CC=CC=C4N3)(C5=C(C=C6C(=C5)C78CCN9C7C(C=CC9)(C(C(C8N6C)(C(=O)OC)O)OC(=O)C)CC)OC)C(=O)OC.C(C(C(=O)O)O)(C(=O)O)O. Cell line: SN12C. Synergy scores: CSS=35.3, Synergy_ZIP=2.87, Synergy_Bliss=0.462, Synergy_Loewe=-10.5, Synergy_HSA=-2.66. (2) Drug 1: CC1=C2C(C(=O)C3(C(CC4C(C3C(C(C2(C)C)(CC1OC(=O)C(C(C5=CC=CC=C5)NC(=O)OC(C)(C)C)O)O)OC(=O)C6=CC=CC=C6)(CO4)OC(=O)C)OC)C)OC. Drug 2: CC=C1C(=O)NC(C(=O)OC2CC(=O)NC(C(=O)NC(CSSCCC=C2)C(=O)N1)C(C)C)C(C)C. Cell line: UACC62. Synergy scores: CSS=70.0, Synergy_ZIP=-7.39, Synergy_Bliss=-8.52, Synergy_Loewe=-8.24, Synergy_HSA=-5.70. (3) Drug 1: CC1=CC=C(C=C1)C2=CC(=NN2C3=CC=C(C=C3)S(=O)(=O)N)C(F)(F)F. Drug 2: CC1=C2C(C(=O)C3(C(CC4C(C3C(C(C2(C)C)(CC1OC(=O)C(C(C5=CC=CC=C5)NC(=O)C6=CC=CC=C6)O)O)OC(=O)C7=CC=CC=C7)(CO4)OC(=O)C)O)C)OC(=O)C. Cell line: SK-MEL-28. Synergy scores: CSS=22.6, Synergy_ZIP=2.88, Synergy_Bliss=11.1, Synergy_Loewe=-12.8, Synergy_HSA=1.88.